Dataset: Peptide-MHC class II binding affinity with 134,281 pairs from IEDB. Task: Regression. Given a peptide amino acid sequence and an MHC pseudo amino acid sequence, predict their binding affinity value. This is MHC class II binding data. (1) The peptide sequence is ETAYFILKLAGRWPVKVI. The MHC is HLA-DQA10201-DQB10202 with pseudo-sequence HLA-DQA10201-DQB10202. The binding affinity (normalized) is 0. (2) The peptide sequence is EDVGYPIIIDQKYCP. The MHC is DRB1_1302 with pseudo-sequence DRB1_1302. The binding affinity (normalized) is 0.400. (3) The MHC is DRB1_1501 with pseudo-sequence DRB1_1501. The binding affinity (normalized) is 0.153. The peptide sequence is VLEEKLEKEDFTRGK. (4) The peptide sequence is DYINTSLTSINVQASALF. The MHC is DRB1_0405 with pseudo-sequence DRB1_0405. The binding affinity (normalized) is 0.244. (5) The peptide sequence is EKKYFAATQFEPLAW. The MHC is HLA-DQA10501-DQB10301 with pseudo-sequence HLA-DQA10501-DQB10301. The binding affinity (normalized) is 0.0769.